Dataset: Aqueous solubility values for 9,982 compounds from the AqSolDB database. Task: Regression/Classification. Given a drug SMILES string, predict its absorption, distribution, metabolism, or excretion properties. Task type varies by dataset: regression for continuous measurements (e.g., permeability, clearance, half-life) or binary classification for categorical outcomes (e.g., BBB penetration, CYP inhibition). For this dataset (solubility_aqsoldb), we predict Y. (1) The molecule is C=C(C)C#N. The Y is -0.407 log mol/L. (2) The molecule is Oc1cccc2ccnnc12. The Y is -2.41 log mol/L. (3) The compound is CC1CCCCCCCCCCCCC(=O)C1. The Y is -5.74 log mol/L. (4) The compound is O=P(Oc1ccccc1)(N1CCOCC1)N1CCOCC1. The Y is 0.393 log mol/L. (5) The drug is CC(=O)NCC(=O)O. The Y is -0.649 log mol/L. (6) The molecule is C=C(C)C1CC=C(C)CC1. The Y is -3.85 log mol/L.